This data is from Full USPTO retrosynthesis dataset with 1.9M reactions from patents (1976-2016). The task is: Predict the reactants needed to synthesize the given product. (1) Given the product [I:11][C:5]1[CH:4]=[CH:3][C:2]([CH3:1])=[CH:10][C:6]=1[CH2:7][OH:8], predict the reactants needed to synthesize it. The reactants are: [CH3:1][C:2]1[CH:3]=[CH:4][C:5]([I:11])=[C:6]([CH:10]=1)[C:7](O)=[O:8].B.C1COCC1.O. (2) The reactants are: [Br:1][C:2]1[CH:3]=[C:4]([CH:17]=[CH:18][CH:19]=1)[CH2:5][C:6]1[N:7]=[C:8]([C:12]([O:14]CC)=O)[S:9][C:10]=1[CH3:11].CCN=C=NCCCN(C)C.Cl.C1C=CC2N(O)N=NC=2C=1.O[NH:43][C:44](=[NH:56])[C:45]1[CH:50]=[CH:49][C:48]([O:51][C:52]([F:55])([F:54])[F:53])=[CH:47][CH:46]=1. Given the product [Br:1][C:2]1[CH:3]=[C:4]([CH:17]=[CH:18][CH:19]=1)[CH2:5][C:6]1[N:7]=[C:8]([C:12]2[O:14][N:56]=[C:44]([C:45]3[CH:46]=[CH:47][C:48]([O:51][C:52]([F:53])([F:54])[F:55])=[CH:49][CH:50]=3)[N:43]=2)[S:9][C:10]=1[CH3:11], predict the reactants needed to synthesize it. (3) Given the product [CH3:1][C:2]1[CH:7]=[CH:6][CH:5]=[C:4]([CH3:8])[C:3]=1[O:9][C:28]1[N:29]([C:39]2[CH:40]=[CH:41][CH:42]=[CH:43][CH:44]=2)[C:30]2=[N:31][CH:32]=[CH:33][C:34]([CH2:36][CH2:37][CH3:38])=[C:35]2[C:27]=1[C:25]([N:22]1[CH2:23][CH2:24][NH:19][CH2:20][CH2:21]1)=[O:26], predict the reactants needed to synthesize it. The reactants are: [CH3:1][C:2]1[CH:7]=[CH:6][CH:5]=[C:4]([CH3:8])[C:3]=1[OH:9].[H-].[Na+].C(OC([N:19]1[CH2:24][CH2:23][N:22]([C:25]([C:27]2[C:35]3[C:30](=[N:31][CH:32]=[CH:33][C:34]=3[CH2:36][CH2:37][CH3:38])[N:29]([C:39]3[CH:44]=[CH:43][CH:42]=[CH:41][CH:40]=3)[C:28]=2Cl)=[O:26])[CH2:21][CH2:20]1)=O)(C)(C)C. (4) Given the product [CH3:29][C:23]1([CH3:30])[C:22]2[C:26](=[CH:27][CH:28]=[C:20]([C:16]3[N:15]=[C:14]([N:11]4[CH2:12][CH2:13][NH:8][CH2:9][CH2:10]4)[CH:19]=[CH:18][CH:17]=3)[CH:21]=2)[CH2:25][CH2:24]1, predict the reactants needed to synthesize it. The reactants are: C(OC([N:8]1[CH2:13][CH2:12][N:11]([C:14]2[CH:19]=[CH:18][CH:17]=[C:16]([C:20]3[CH:21]=[C:22]4[C:26](=[CH:27][CH:28]=3)[CH2:25][CH2:24][C:23]4([CH3:30])[CH3:29])[N:15]=2)[CH2:10][CH2:9]1)=O)(C)(C)C.Cl.